Dataset: Full USPTO retrosynthesis dataset with 1.9M reactions from patents (1976-2016). Task: Predict the reactants needed to synthesize the given product. (1) Given the product [OH:10][C:11]1[CH:12]=[C:13](/[CH:19]=[CH:20]/[C:21]([NH:23][C:24]2[CH:29]=[CH:28][CH:27]=[C:26]([O:30][CH2:3][C:4]3[CH:5]=[N:6][CH:7]=[CH:8][CH:9]=3)[CH:25]=2)=[O:22])[CH:14]=[CH:15][C:16]=1[O:17][CH3:18], predict the reactants needed to synthesize it. The reactants are: Cl.Cl[CH2:3][C:4]1[CH:5]=[N:6][CH:7]=[CH:8][CH:9]=1.[OH:10][C:11]1[CH:12]=[C:13](/[CH:19]=[CH:20]/[C:21]([NH:23][C:24]2[CH:29]=[CH:28][CH:27]=[C:26]([OH:30])[CH:25]=2)=[O:22])[CH:14]=[CH:15][C:16]=1[O:17][CH3:18].C(=O)([O-])[O-].[K+].[K+]. (2) Given the product [Cl:42][C:23]1[C:24]([NH:26][C:27]2[CH:32]=[CH:31][C:30]([N:33]3[CH2:38][CH2:37][N:36]([CH3:39])[CH2:35][CH2:34]3)=[CH:29][C:28]=2[O:40][CH3:41])=[N:25][C:20]([NH:1][C:2]2[C:16]([O:17][CH3:18])=[CH:15][C:5]3[CH2:6][CH2:7][N:8]([CH2:11][C:12]([NH2:14])=[O:13])[CH2:9][CH2:10][C:4]=3[CH:3]=2)=[N:21][CH:22]=1, predict the reactants needed to synthesize it. The reactants are: [NH2:1][C:2]1[C:16]([O:17][CH3:18])=[CH:15][C:5]2[CH2:6][CH2:7][N:8]([CH2:11][C:12]([NH2:14])=[O:13])[CH2:9][CH2:10][C:4]=2[CH:3]=1.Cl[C:20]1[N:25]=[C:24]([NH:26][C:27]2[CH:32]=[CH:31][C:30]([N:33]3[CH2:38][CH2:37][N:36]([CH3:39])[CH2:35][CH2:34]3)=[CH:29][C:28]=2[O:40][CH3:41])[C:23]([Cl:42])=[CH:22][N:21]=1.